Dataset: Catalyst prediction with 721,799 reactions and 888 catalyst types from USPTO. Task: Predict which catalyst facilitates the given reaction. (1) Reactant: Cl[C:2]1[C:3]([NH:12][S:13]([C:16]2[CH:21]=[CH:20][CH:19]=[C:18]([N+:22]([O-:24])=[O:23])[CH:17]=2)(=[O:15])=[O:14])=[N:4][C:5]2[C:10]([N:11]=1)=[CH:9][CH:8]=[CH:7][CH:6]=2.[CH3:25][O:26][C:27]1[CH:28]=[C:29]([CH:31]=[C:32]([N+:34]([O-:36])=[O:35])[CH:33]=1)[NH2:30].CC1C=CC(C)=CC=1. Product: [CH3:25][O:26][C:27]1[CH:28]=[C:29]([NH:30][C:2]2[C:3]([NH:12][S:13]([C:16]3[CH:21]=[CH:20][CH:19]=[C:18]([N+:22]([O-:24])=[O:23])[CH:17]=3)(=[O:15])=[O:14])=[N:4][C:5]3[C:10]([N:11]=2)=[CH:9][CH:8]=[CH:7][CH:6]=3)[CH:31]=[C:32]([N+:34]([O-:36])=[O:35])[CH:33]=1. The catalyst class is: 2. (2) Reactant: [CH3:1][C:2]1([CH3:16])[C:7](=[O:8])[NH:6][C:5]2[CH:9]=[C:10]([N+:13]([O-:15])=[O:14])[CH:11]=[CH:12][C:4]=2[O:3]1.CI.[C:19]([O-])([O-])=O.[K+].[K+]. Product: [CH3:1][C:2]1([CH3:16])[C:7](=[O:8])[N:6]([CH3:19])[C:5]2[CH:9]=[C:10]([N+:13]([O-:15])=[O:14])[CH:11]=[CH:12][C:4]=2[O:3]1. The catalyst class is: 3.